From a dataset of Forward reaction prediction with 1.9M reactions from USPTO patents (1976-2016). Predict the product of the given reaction. (1) Given the reactants [CH3:1][C:2]1[CH:3]=[N:4][N:5]([C:7]2[CH:12]=[CH:11][N:10]=[CH:9][C:8]=2[N:13]2[CH2:18][CH2:17][CH:16]([C:19]([NH:21][CH:22]3[CH2:27][CH2:26][O:25][CH2:24][CH2:23]3)=[O:20])[CH2:15][CH2:14]2)[CH:6]=1.[H-].[Na+].CC1C=CC(S(O[CH2:41][CH2:42][F:43])(=O)=O)=CC=1.[Cl-].[NH4+], predict the reaction product. The product is: [F:43][CH2:42][CH2:41][N:21]([CH:22]1[CH2:23][CH2:24][O:25][CH2:26][CH2:27]1)[C:19]([CH:16]1[CH2:17][CH2:18][N:13]([C:8]2[CH:9]=[N:10][CH:11]=[CH:12][C:7]=2[N:5]2[CH:6]=[C:2]([CH3:1])[CH:3]=[N:4]2)[CH2:14][CH2:15]1)=[O:20]. (2) Given the reactants [C:1]([O:5][C:6]([NH:8][CH2:9][C@@H:10]([C:35]([O:37]C)=[O:36])[N:11]([C:16]([C:18]1[C:19]([NH:28][CH2:29][C:30]2[O:31][CH:32]=[CH:33][CH:34]=2)=[N:20][C:21]([C:24]([CH3:27])([CH3:26])[CH3:25])=[N:22][CH:23]=1)=[O:17])[CH2:12][CH:13]([CH3:15])[CH3:14])=[O:7])([CH3:4])([CH3:3])[CH3:2].[OH-].[Na+], predict the reaction product. The product is: [C:1]([O:5][C:6]([NH:8][CH2:9][C@@H:10]([C:35]([OH:37])=[O:36])[N:11]([C:16]([C:18]1[C:19]([NH:28][CH2:29][C:30]2[O:31][CH:32]=[CH:33][CH:34]=2)=[N:20][C:21]([C:24]([CH3:26])([CH3:27])[CH3:25])=[N:22][CH:23]=1)=[O:17])[CH2:12][CH:13]([CH3:14])[CH3:15])=[O:7])([CH3:3])([CH3:4])[CH3:2]. (3) Given the reactants F[P-](F)(F)(F)(F)F.N1(OC(N(C)C)=[N+](C)C)[C:12]2[N:13]=[CH:14][CH:15]=[CH:16][C:11]=2[N:10]=N1.[C:25]([O:29][C:30]([NH:32][C:33]1([C:48](O)=[O:49])[CH2:38][CH2:37][N:36]([C:39]2[C:40]3[CH:47]=[CH:46][NH:45][C:41]=3[N:42]=[CH:43][N:44]=2)[CH2:35][CH2:34]1)=[O:31])([CH3:28])([CH3:27])[CH3:26].NC(C1C=C[C:58]([Cl:61])=[CH:57][CH:56]=1)C#N.C(N(C(C)C)C(C)C)C, predict the reaction product. The product is: [Cl:61][C:58]1[CH:16]=[CH:15][C:14]([N:13]([CH2:12][C:11]#[N:10])[C:48]([C:33]2([NH:32][C:30](=[O:31])[O:29][C:25]([CH3:27])([CH3:28])[CH3:26])[CH2:34][CH2:35][N:36]([C:39]3[C:40]4[CH:47]=[CH:46][NH:45][C:41]=4[N:42]=[CH:43][N:44]=3)[CH2:37][CH2:38]2)=[O:49])=[CH:56][CH:57]=1. (4) The product is: [C:1]([O:5][C:6]([NH:8][C@H:9]([CH2:10][OH:11])[CH2:13][CH2:14][C:15]([O:17][CH3:18])=[O:16])=[O:7])([CH3:3])([CH3:2])[CH3:4]. Given the reactants [C:1]([O:5][C:6]([NH:8][C@@H:9]([CH2:13][CH2:14][C:15]([O:17][CH3:18])=[O:16])[C:10](O)=[O:11])=[O:7])([CH3:4])([CH3:3])[CH3:2].CN1CCOCC1.ClC(OCC)=O.[BH4-].[Na+].OS([O-])(=O)=O.[K+], predict the reaction product. (5) Given the reactants [Cl:1][C:2]1[CH:7]=[C:6]([Cl:8])[CH:5]=[CH:4][C:3]=1[C:9]1[CH:14]=[CH:13][C:12]([C:15]([OH:17])=O)=[CH:11][CH:10]=1.S(Cl)([Cl:20])=O, predict the reaction product. The product is: [Cl:1][C:2]1[CH:7]=[C:6]([Cl:8])[CH:5]=[CH:4][C:3]=1[C:9]1[CH:14]=[CH:13][C:12]([C:15]([Cl:20])=[O:17])=[CH:11][CH:10]=1.